From a dataset of Peptide-MHC class I binding affinity with 185,985 pairs from IEDB/IMGT. Regression. Given a peptide amino acid sequence and an MHC pseudo amino acid sequence, predict their binding affinity value. This is MHC class I binding data. (1) The peptide sequence is AIAQSSMTK. The MHC is HLA-A68:01 with pseudo-sequence HLA-A68:01. The binding affinity (normalized) is 0.467. (2) The peptide sequence is SDGTFKIGLH. The MHC is HLA-A68:01 with pseudo-sequence HLA-A68:01. The binding affinity (normalized) is 0. (3) The peptide sequence is STSTWVTYGT. The MHC is HLA-B57:01 with pseudo-sequence HLA-B57:01. The binding affinity (normalized) is 0.550. (4) The peptide sequence is NLKERYYSGL. The MHC is HLA-A68:02 with pseudo-sequence HLA-A68:02. The binding affinity (normalized) is 0.222. (5) The peptide sequence is AIYVFCISL. The MHC is HLA-A02:01 with pseudo-sequence HLA-A02:01. The binding affinity (normalized) is 0.558. (6) The peptide sequence is TPKIRFWHV. The MHC is HLA-B15:01 with pseudo-sequence HLA-B15:01. The binding affinity (normalized) is 0.0847. (7) The peptide sequence is SLTEEFYHSY. The MHC is HLA-A30:02 with pseudo-sequence HLA-A30:02. The binding affinity (normalized) is 0.499. (8) The peptide sequence is GLFDFVNFV. The MHC is H-2-Ld with pseudo-sequence H-2-Ld. The binding affinity (normalized) is 0.